Dataset: Full USPTO retrosynthesis dataset with 1.9M reactions from patents (1976-2016). Task: Predict the reactants needed to synthesize the given product. (1) Given the product [C:28]([NH:27][C:24]1[S:25][CH:26]=[C:22]([CH2:21][CH2:20][C:18]2[S:19][C:15]([CH2:14][S:13][C:1]([NH:33][NH:32][C:31]([O:35][C:36]([CH3:39])([CH3:38])[CH3:37])=[O:34])=[O:2])=[CH:16][CH:17]=2)[N:23]=1)(=[O:30])[CH3:29], predict the reactants needed to synthesize it. The reactants are: [C:1](N1C=CN=C1)(N1C=CN=C1)=[O:2].[SH:13][CH2:14][C:15]1[S:19][C:18]([CH2:20][CH2:21][C:22]2[N:23]=[C:24]([NH:27][C:28](=[O:30])[CH3:29])[S:25][CH:26]=2)=[CH:17][CH:16]=1.[C:31]([O:35][C:36]([CH3:39])([CH3:38])[CH3:37])(=[O:34])[NH:32][NH2:33]. (2) The reactants are: [C:1]([O:10][CH2:11][CH3:12])(=[O:9])/[CH:2]=[CH:3]/[C:4]([O:6][CH2:7][CH3:8])=[O:5].C(O)[CH:14]([OH:16])C.[C:18]1(C=CC(O)=CC=1)[OH:19]. Given the product [C:4]([O:6][CH2:7][CH2:8][CH2:18][OH:19])(=[O:5])/[CH:3]=[CH:2]/[C:1]([O:10][CH2:11][CH2:12][CH2:14][OH:16])=[O:9], predict the reactants needed to synthesize it. (3) Given the product [Br:1][C:2]1[C:7](=[O:8])[N:6]2[CH:9]=[CH:10][CH:11]=[CH:12][C:5]2=[N:4][C:3]=1/[CH:13]=[CH:20]/[C:16]1[CH:15]=[N:14][CH:19]=[CH:18][CH:17]=1, predict the reactants needed to synthesize it. The reactants are: [Br:1][C:2]1[C:7](=[O:8])[N:6]2[CH:9]=[CH:10][CH:11]=[CH:12][C:5]2=[N:4][C:3]=1[CH3:13].[N:14]1[CH:19]=[CH:18][CH:17]=[C:16]([CH:20]=O)[CH:15]=1.[O-]CC.[Na+]. (4) Given the product [F:1][C:2]1[CH:3]=[CH:4][C:5]([CH:8]2[CH2:13][CH2:12][N:11]([C:14]([O:16][C:17]([CH3:18])([CH3:20])[CH3:19])=[O:15])[CH2:10][CH:9]2[O:21][CH2:28][C:27]2[CH:30]=[CH:31][C:24]([S:23][CH3:22])=[CH:25][CH:26]=2)=[CH:6][CH:7]=1, predict the reactants needed to synthesize it. The reactants are: [F:1][C:2]1[CH:7]=[CH:6][C:5]([CH:8]2[CH2:13][CH2:12][N:11]([C:14]([O:16][C:17]([CH3:20])([CH3:19])[CH3:18])=[O:15])[CH2:10][CH:9]2[OH:21])=[CH:4][CH:3]=1.[CH3:22][S:23][C:24]1[CH:31]=[CH:30][C:27]([CH2:28]Cl)=[CH:26][CH:25]=1. (5) The reactants are: [C:1]([O:9][CH2:10][CH2:11][C:12]([CH3:23])([CH3:22])[CH2:13][O:14][Si](C)(C)C(C)(C)C)(=[O:8])[C:2]1[CH:7]=[CH:6][CH:5]=[CH:4][CH:3]=1.F.F.F.C(N(CC)CC)C. Given the product [C:1]([O:9][CH2:10][CH2:11][C:12]([CH3:23])([CH3:22])[CH2:13][OH:14])(=[O:8])[C:2]1[CH:7]=[CH:6][CH:5]=[CH:4][CH:3]=1, predict the reactants needed to synthesize it. (6) The reactants are: [CH3:1][CH:2]([CH3:12])[C:3]([C:6]1[CH:11]=[N:10][CH:9]=[CH:8][N:7]=1)([OH:5])[CH3:4]. Given the product [CH3:1][CH:2]([CH3:12])[C:3]([CH:6]1[CH2:11][NH:10][CH2:9][CH2:8][NH:7]1)([OH:5])[CH3:4], predict the reactants needed to synthesize it.